The task is: Predict the reaction yield, written as a fraction of the theoretical maximum amount of product (1.0 means a 100% yield; for example, 0.34 means a 34% yield).. This data is from Reaction yield outcomes from USPTO patents with 853,638 reactions. (1) The reactants are [CH2:1]([O:8][N:9]1[C:15](=[O:16])[N:14]2[CH2:17][C@H:10]1[CH2:11][CH2:12][C@H:13]2[C:18]([OH:20])=O)[C:2]1[CH:7]=[CH:6][CH:5]=[CH:4][CH:3]=1.[C:21]([O:25][C:26](=[O:32])[NH:27][CH2:28][CH2:29][O:30][NH2:31])([CH3:24])([CH3:23])[CH3:22].ON1C2C=CC=CC=2N=N1.Cl.C(N=C=NCCCN(C)C)C. The catalyst is C(Cl)Cl.CN(C1C=CN=CC=1)C. The product is [CH2:1]([O:8][N:9]1[C:15](=[O:16])[N:14]2[CH2:17][C@H:10]1[CH2:11][CH2:12][C@H:13]2[C:18]([NH:31][O:30][CH2:29][CH2:28][NH:27][C:26](=[O:32])[O:25][C:21]([CH3:23])([CH3:22])[CH3:24])=[O:20])[C:2]1[CH:3]=[CH:4][CH:5]=[CH:6][CH:7]=1. The yield is 0.890. (2) The reactants are [Si:1]([C:5]#[CH:6])([CH3:4])([CH3:3])[CH3:2].[Li]CCCC.[S:12]1[CH2:15][C:14](=[O:16])[CH2:13]1. The catalyst is C1COCC1. The product is [CH3:2][Si:1]([C:5]#[C:6][C:14]1([OH:16])[CH2:15][S:12][CH2:13]1)([CH3:4])[CH3:3]. The yield is 0.910. (3) The reactants are C(NC(C)C)(C)C.C([Li])CCC.[CH3:13][O:14][C:15](=[O:27])[CH2:16][C:17]1[CH:22]=[CH:21][C:20]([Cl:23])=[C:19]([N+:24]([O-:26])=[O:25])[CH:18]=1.I[CH2:29][CH:30]1[CH2:34][CH2:33][CH2:32][CH2:31]1. The catalyst is O1CCCC1.CN1CCCN(C)C1=O. The product is [CH3:13][O:14][C:15](=[O:27])[CH:16]([C:17]1[CH:22]=[CH:21][C:20]([Cl:23])=[C:19]([N+:24]([O-:26])=[O:25])[CH:18]=1)[CH2:29][CH:30]1[CH2:34][CH2:33][CH2:32][CH2:31]1. The yield is 0.320. (4) The reactants are [C:1]1([CH3:10])[CH:6]=[CH:5][C:4](C(Cl)=O)=[CH:3][CH:2]=1.[C:11]([C:15]1[CH:30]=[CH:29][C:18]([C:19]([NH:21][C:22]2[C:23]([NH2:28])=[CH:24][CH:25]=[CH:26][CH:27]=2)=[O:20])=[CH:17][CH:16]=1)([CH3:14])([CH3:13])[CH3:12]. No catalyst specified. The product is [CH3:10][C:1]1[CH:6]=[CH:5][C:4]([NH:28][C:23]2[C:22]([NH:21][C:19](=[O:20])[C:18]3[CH:29]=[CH:30][C:15]([C:11]([CH3:14])([CH3:12])[CH3:13])=[CH:16][CH:17]=3)=[CH:27][CH:26]=[CH:25][CH:24]=2)=[CH:3][CH:2]=1. The yield is 1.00. (5) The reactants are [F:1][C:2]1[C:3](I)=[N:4][CH:5]=[CH:6][C:7]=1[I:8].[C:10]1(=[O:19])[C:18]2[C:13](=[CH:14][CH:15]=[CH:16][CH:17]=2)[CH2:12][NH:11]1.C(=O)([O-])[O-].[K+].[K+].CNCCNC. The catalyst is O1CCOCC1.[Cu]I. The product is [F:1][C:2]1[C:3]([N:11]2[CH2:12][C:13]3[C:18](=[CH:17][CH:16]=[CH:15][CH:14]=3)[C:10]2=[O:19])=[N:4][CH:5]=[CH:6][C:7]=1[I:8]. The yield is 0.410. (6) The reactants are [CH3:1][C:2]1[C:10]([N+:11]([O-:13])=[O:12])=[CH:9][CH:8]=[CH:7][C:3]=1[C:4]([OH:6])=[O:5].[Br:14]N1C(C)(C)C(=O)N(Br)C1=O. The catalyst is OS(O)(=O)=O. The product is [Br:14][C:8]1[CH:9]=[C:10]([N+:11]([O-:13])=[O:12])[C:2]([CH3:1])=[C:3]([CH:7]=1)[C:4]([OH:6])=[O:5]. The yield is 0.999. (7) The reactants are [CH3:16][C:11]1([CH3:17])[C:12]([CH3:15])([CH3:14])[O:13][B:9]([B:9]2[O:13][C:12]([CH3:15])([CH3:14])[C:11]([CH3:17])([CH3:16])[O:10]2)[O:10]1.Cl[C:20]1[CH:25]=[CH:24][C:23]([C:26]2[CH:27]=[N:28][C:29]([NH2:32])=[N:30][CH:31]=2)=[C:22]([F:33])[CH:21]=1.C([O-])(=O)C.[K+]. No catalyst specified. The product is [F:33][C:22]1[CH:21]=[C:20]([B:9]2[O:10][C:11]([CH3:16])([CH3:17])[C:12]([CH3:14])([CH3:15])[O:13]2)[CH:25]=[CH:24][C:23]=1[C:26]1[CH:31]=[N:30][C:29]([NH2:32])=[N:28][CH:27]=1. The yield is 0.830. (8) The reactants are [Br:1][C:2]1[S:3][CH:4]=[CH:5][C:6]=1[CH2:7][C:8]([O:10][CH2:11][CH3:12])=[O:9].[I:13][C:14]1[CH:22]=[CH:21][C:17]([C:18](Cl)=[O:19])=[CH:16][C:15]=1[N+:23]([O-:25])=[O:24].[Al+3].[Cl-].[Cl-].[Cl-]. The catalyst is C(Cl)Cl. The product is [Br:1][C:2]1[S:3][C:4]([C:18](=[O:19])[C:17]2[CH:21]=[CH:22][C:14]([I:13])=[C:15]([N+:23]([O-:25])=[O:24])[CH:16]=2)=[CH:5][C:6]=1[CH2:7][C:8]([O:10][CH2:11][CH3:12])=[O:9]. The yield is 0.400. (9) The catalyst is C1(C)C=CC=CC=1.[O-2].[O-2].[Mn+4]. The yield is 0.650. The product is [CH3:1][O:2][C:3]1[C:8]([O:9][CH3:10])=[C:7]([O:11][CH3:12])[CH:6]=[C:5]([CH3:13])[C:4]=1[C:14]([C:16]1[C:17]([O:24][CH3:25])=[N:18][CH:19]=[C:20]([Cl:23])[C:21]=1[Cl:22])=[O:15]. The reactants are [CH3:1][O:2][C:3]1[C:8]([O:9][CH3:10])=[C:7]([O:11][CH3:12])[CH:6]=[C:5]([CH3:13])[C:4]=1[CH:14]([C:16]1[C:17]([O:24][CH3:25])=[N:18][CH:19]=[C:20]([Cl:23])[C:21]=1[Cl:22])[OH:15]. (10) The reactants are Br[C:2]1[CH:3]=[CH:4][C:5]([F:21])=[C:6]([C@:8]2([CH3:20])[C:14]([F:16])([F:15])[C:13]([CH3:18])([CH3:17])[O:12][CH2:11][C:10](=[O:19])[NH:9]2)[CH:7]=1.[N:22]1[CH:27]=[C:26](B(O)O)[CH:25]=[N:24][CH:23]=1.CCCCCCC.C(OCC)(=O)C. The catalyst is O1CCCC1.O. The product is [F:15][C:14]1([F:16])[C:13]([CH3:18])([CH3:17])[O:12][CH2:11][C:10](=[O:19])[NH:9][C@@:8]1([C:6]1[CH:7]=[C:2]([C:26]2[CH:27]=[N:22][CH:23]=[N:24][CH:25]=2)[CH:3]=[CH:4][C:5]=1[F:21])[CH3:20]. The yield is 0.850.